Task: Predict hERG channel inhibition at various concentrations.. Dataset: hERG Central: cardiac toxicity at 1µM, 10µM, and general inhibition (1) The molecule is O=c1[nH]c2ccccc2n1C1CCN(CCCC(c2ccc(F)cc2)c2ccc(F)cc2)CC1. Results: hERG_inhib (hERG inhibition (general)): blocker. (2) The compound is O=C(NCCN1CCc2ccccc2C1)C1CCN(S(=O)(=O)N2CCCCC2)CC1. Results: hERG_inhib (hERG inhibition (general)): blocker. (3) The molecule is CN1CCN(c2ccc(Cl)cc2NC(=O)c2ccc(=O)n(C)n2)CC1. Results: hERG_inhib (hERG inhibition (general)): blocker. (4) The drug is COc1cccc(C(=O)Nc2sc(C(C)C)cc2C(N)=O)c1OC. Results: hERG_inhib (hERG inhibition (general)): blocker. (5) The molecule is Cl.OCCNCc1cc(Br)ccc1OCc1ccccc1. Results: hERG_inhib (hERG inhibition (general)): blocker.